This data is from TCR-epitope binding with 47,182 pairs between 192 epitopes and 23,139 TCRs. The task is: Binary Classification. Given a T-cell receptor sequence (or CDR3 region) and an epitope sequence, predict whether binding occurs between them. (1) The epitope is AMFWSVPTV. The TCR CDR3 sequence is CASSLGGFEQFF. Result: 0 (the TCR does not bind to the epitope). (2) The epitope is LPRRSGAAGA. The TCR CDR3 sequence is CASSYAGGDGYTF. Result: 0 (the TCR does not bind to the epitope).